Dataset: Reaction yield outcomes from USPTO patents with 853,638 reactions. Task: Predict the reaction yield, written as a fraction of the theoretical maximum amount of product (1.0 means a 100% yield; for example, 0.34 means a 34% yield). (1) The reactants are Cl[CH2:2][CH2:3][N:4]([CH2:19][CH2:20]Cl)[C:5]1[C:6]([CH3:18])=[C:7]([CH3:17])[C:8]2[O:12][C:11]([CH3:14])([CH3:13])[CH2:10][C:9]=2[C:15]=1[CH3:16].[NH:22]1[C:26]([NH2:27])=[CH:25][CH:24]=[N:23]1. No catalyst specified. The product is [CH3:13][C:11]1([CH3:14])[CH2:10][C:9]2[C:15]([CH3:16])=[C:5]([N:4]3[CH2:19][CH2:20][N:27]([C:26]4[CH:25]=[CH:24][NH:23][N:22]=4)[CH2:2][CH2:3]3)[C:6]([CH3:18])=[C:7]([CH3:17])[C:8]=2[O:12]1. The yield is 0.120. (2) The reactants are [NH3:1].[Si:2]([O:9][C@@H:10]1[C@@H:14]([CH2:15][O:16][Si:17]([C:20]([CH3:23])([CH3:22])[CH3:21])([CH3:19])[CH3:18])[O:13][C@@H:12](N2C3N=CN=C(N)C=3N=C2)[CH2:11]1)([C:5]([CH3:8])([CH3:7])[CH3:6])([CH3:4])[CH3:3].O[N:35]1[C:39]2[CH:40]=[CH:41][CH:41]=[CH:40][C:39]=2[N:35]=N1.C1(N=C=[N:52][CH:53]2CCCCC2)CCCCC1.C1C[O:62]CC1. No catalyst specified. The product is [Si:17]([O:16][C@@H:15]1[C@@H:14]([CH2:10][O:9][Si:2]([C:5]([CH3:6])([CH3:8])[CH3:7])([CH3:3])[CH3:4])[O:13][C@@H:12]([N:1]2[CH:41]=[CH:40][C:39]([NH2:35])=[N:52][C:53]2=[O:62])[CH2:11]1)([C:20]([CH3:22])([CH3:23])[CH3:21])([CH3:18])[CH3:19]. The yield is 0.780. (3) The reactants are CO[C:3]1[CH:8]=[CH:7][C:6]([C@@H:9]([N:11]([CH2:22][C:23]2[N:24]=[C:25]3[CH:30]=[CH:29][CH:28]=[C:27]([N:31]4[CH2:36][CH2:35][N:34]([CH3:37])[CH2:33][CH2:32]4)[N:26]3[CH:38]=2)[C@@H:12]2[C:21]3[N:20]=[CH:19][CH:18]=[CH:17][C:16]=3[CH2:15][CH2:14][CH2:13]2)C)=[CH:5][CH:4]=1.[F:39][C:40]([F:50])([F:49])C1C=CC(C=O)=CC=1. No catalyst specified. The product is [CH3:37][N:34]1[CH2:35][CH2:36][N:31]([C:27]2[N:26]3[CH:38]=[C:23]([CH2:22][N:11]([CH2:9][C:6]4[CH:5]=[CH:4][C:3]([C:40]([F:50])([F:49])[F:39])=[CH:8][CH:7]=4)[C@@H:12]4[C:21]5[N:20]=[CH:19][CH:18]=[CH:17][C:16]=5[CH2:15][CH2:14][CH2:13]4)[N:24]=[C:25]3[CH:30]=[CH:29][CH:28]=2)[CH2:32][CH2:33]1. The yield is 0.860. (4) The reactants are [O:1]1[CH2:6][CH2:5][CH2:4][O:3][CH:2]1[C:7]1[N:11]([CH3:12])[C:10]([C:13]2[S:21][C:20]3[C:15](=[N:16][CH:17]=[CH:18][C:19]=3Cl)[CH:14]=2)=[N:9][CH:8]=1.[F:23][C:24]1[CH:29]=[C:28]([N+:30]([O-:32])=[O:31])[CH:27]=[CH:26][C:25]=1[OH:33].C([O-])(O)=O.[Na+]. The catalyst is O(C1C=CC=CC=1)C1C=CC=CC=1.C(Cl)Cl. The product is [O:1]1[CH2:6][CH2:5][CH2:4][O:3][CH:2]1[C:7]1[N:11]([CH3:12])[C:10]([C:13]2[S:21][C:20]3[C:15](=[N:16][CH:17]=[CH:18][C:19]=3[O:33][C:25]3[CH:26]=[CH:27][C:28]([N+:30]([O-:32])=[O:31])=[CH:29][C:24]=3[F:23])[CH:14]=2)=[N:9][CH:8]=1. The yield is 0.310. (5) The reactants are S(OOS([O-])(=O)=O)([O-])(=O)=O.[K+].[K+].[O:13]1[CH2:18][CH2:17][CH2:16][CH2:15][CH:14]1[O:19][CH2:20][C:21]#[C:22][CH2:23][CH2:24][CH2:25][CH2:26][CH2:27][CH2:28][CH2:29][CH2:30][CH2:31][CH2:32][CH2:33][CH2:34][CH2:35][OH:36].[OH-:37].[K+]. The catalyst is C(#N)C.CCOC(C)=O. The product is [O:13]1[CH2:18][CH2:17][CH2:16][CH2:15][CH:14]1[O:19][CH2:20][C:21]#[C:22][CH2:23][CH2:24][CH2:25][CH2:26][CH2:27][CH2:28][CH2:29][CH2:30][CH2:31][CH2:32][CH2:33][CH2:34][C:35]([OH:37])=[O:36]. The yield is 0.910. (6) The reactants are [F:1][C:2]1[C:7]([C:8]([F:11])([F:10])[F:9])=[CH:6][CH:5]=[CH:4][C:3]=1[CH2:12][C:13]1[N:14]=[C:15]2[S:22][C:21]([CH3:23])=[C:20]([CH:24]=O)[N:16]2[C:17](=[O:19])[CH:18]=1.[NH3:26].C(=O)C=O.C(=O)([O-])O.[Na+].[C:36](#[N:38])[CH3:37]. The catalyst is C(O)C.O. The product is [OH2:19].[F:1][C:2]1[C:7]([C:8]([F:9])([F:11])[F:10])=[CH:6][CH:5]=[CH:4][C:3]=1[CH2:12][C:13]1[N:14]=[C:15]2[S:22][C:21]([CH3:23])=[C:20]([C:24]3[NH:38][CH:36]=[CH:37][N:26]=3)[N:16]2[C:17](=[O:19])[CH:18]=1. The yield is 0.100. (7) The reactants are [C:1]([NH:6][CH2:7][CH2:8][CH2:9][CH2:10][CH2:11][CH2:12][CH2:13][CH2:14][CH2:15][CH2:16][C:17]([OH:19])=[O:18])(=[O:5])[C:2]([CH3:4])=[CH2:3].[CH3:20][Cl:21].[C:22]([O:26][CH2:27][CH2:28][N:29]([CH3:31])[CH3:30])(=[O:25])[CH:23]=[CH2:24].CC(C)=O. The catalyst is CO.N(C(C)(C)C#N)=NC(C)(C)C#N. The product is [C:1]([NH:6][CH2:7][CH2:8][CH2:9][CH2:10][CH2:11][CH2:12][CH2:13][CH2:14][CH2:15][CH2:16][C:17]([OH:19])=[O:18])(=[O:5])[C:2]([CH3:4])=[CH2:3].[CH3:20][Cl:21].[C:22]([O:26][CH2:27][CH2:28][N:29]([CH3:31])[CH3:30])(=[O:25])[CH:23]=[CH2:24]. The yield is 0.472. (8) The reactants are Br[C:2]1[C:7](=[O:8])[N:6]([CH2:9][C:10]2[CH:15]=[CH:14][C:13]([C:16]3[C:17]([C:22]#[N:23])=[CH:18][CH:19]=[CH:20][CH:21]=3)=[CH:12][CH:11]=2)[C:5]([CH2:24][CH2:25][CH3:26])=[N:4][C:3]=1[CH2:27][CH3:28].[O:29]1[C:33]2[CH:34]=[CH:35][C:36]([OH:38])=[CH:37][C:32]=2[O:31][CH2:30]1.[OH-].[K+].CS(C)=O. The catalyst is C(OCC)(=O)C. The product is [O:29]1[C:33]2[CH:34]=[CH:35][C:36]([O:38][C:2]3[C:7](=[O:8])[N:6]([CH2:9][C:10]4[CH:15]=[CH:14][C:13]([C:16]5[C:17]([C:22]#[N:23])=[CH:18][CH:19]=[CH:20][CH:21]=5)=[CH:12][CH:11]=4)[C:5]([CH2:24][CH2:25][CH3:26])=[N:4][C:3]=3[CH2:27][CH3:28])=[CH:37][C:32]=2[O:31][CH2:30]1. The yield is 0.860. (9) The reactants are [Cl:1][C:2]1[CH:7]=[CH:6][C:5]([S:8]([N:11]([C:15]2[C:16]([C:22](=[O:31])[C:23]3[CH:28]=[C:27]([CH3:29])[CH:26]=[CH:25][C:24]=3[Cl:30])=[N:17][CH:18]=[C:19]([Cl:21])[CH:20]=2)COC)(=[O:10])=[O:9])=[CH:4][C:3]=1[C:32]([F:35])([F:34])[F:33].O. The catalyst is Cl.O1CCOCC1. The product is [Cl:1][C:2]1[CH:7]=[CH:6][C:5]([S:8]([NH:11][C:15]2[C:16]([C:22](=[O:31])[C:23]3[CH:28]=[C:27]([CH3:29])[CH:26]=[CH:25][C:24]=3[Cl:30])=[N:17][CH:18]=[C:19]([Cl:21])[CH:20]=2)(=[O:9])=[O:10])=[CH:4][C:3]=1[C:32]([F:34])([F:35])[F:33]. The yield is 0.640. (10) The reactants are [CH:1]([C:3]1[C:11]2[C:6](=[CH:7][C:8]([C:12]([OH:14])=[O:13])=[CH:9][CH:10]=2)[NH:5][N:4]=1)=O.[C:15]1([NH2:22])[CH:20]=[CH:19][CH:18]=[CH:17][C:16]=1[NH2:21].[S].O. The catalyst is CN(C=O)C. The product is [NH:21]1[C:16]2[CH:17]=[CH:18][CH:19]=[CH:20][C:15]=2[N:22]=[C:1]1[C:3]1[C:11]2[C:6](=[CH:7][C:8]([C:12]([OH:14])=[O:13])=[CH:9][CH:10]=2)[NH:5][N:4]=1. The yield is 0.900.